From a dataset of Reaction yield outcomes from USPTO patents with 853,638 reactions. Predict the reaction yield, written as a fraction of the theoretical maximum amount of product (1.0 means a 100% yield; for example, 0.34 means a 34% yield). (1) The reactants are C([O:3][C:4]([C:6]1[N:7]=[C:8]([CH:11]2[CH2:16][CH2:15][N:14]([C:17](=[O:29])[CH2:18][N:19]3[C:23]([CH3:24])=[CH:22][C:21]([C:25]([F:28])([F:27])[F:26])=[N:20]3)[CH2:13][CH2:12]2)[S:9][CH:10]=1)=[O:5])C.[OH-].[Na+].Cl. The catalyst is C1COCC1. The product is [CH3:24][C:23]1[N:19]([CH2:18][C:17]([N:14]2[CH2:15][CH2:16][CH:11]([C:8]3[S:9][CH:10]=[C:6]([C:4]([OH:5])=[O:3])[N:7]=3)[CH2:12][CH2:13]2)=[O:29])[N:20]=[C:21]([C:25]([F:28])([F:26])[F:27])[CH:22]=1. The yield is 0.940. (2) The reactants are [C:1]([O:5][C:6]([N:8]([CH2:10][CH2:11][CH:12]=[CH2:13])[NH2:9])=[O:7])([CH3:4])([CH3:3])[CH3:2].[CH2:14]([O:21][C:22](Cl)=[O:23])[C:15]1[CH:20]=[CH:19][CH:18]=[CH:17][CH:16]=1.CCN(C(C)C)C(C)C. The catalyst is C(Cl)Cl. The product is [C:1]([O:5][C:6]([N:8]([CH2:10][CH2:11][CH:12]=[CH2:13])[NH:9][C:22]([O:21][CH2:14][C:15]1[CH:20]=[CH:19][CH:18]=[CH:17][CH:16]=1)=[O:23])=[O:7])([CH3:4])([CH3:3])[CH3:2]. The yield is 0.850. (3) The reactants are [N+:1]([C:4]1[C:13]2[C:8](=[CH:9][CH:10]=[CH:11][CH:12]=2)[C:7]([O:14][CH2:15][CH2:16][C:17]2[CH:22]=[CH:21][N:20]=[CH:19][C:18]=2[NH2:23])=[CH:6][CH:5]=1)([O-])=O.CCOC(C)=O.C(Cl)Cl.[H][H]. The catalyst is CO.[Pt]. The product is [NH2:1][C:4]1[C:13]2[C:8](=[CH:9][CH:10]=[CH:11][CH:12]=2)[C:7]([O:14][CH2:15][CH2:16][C:17]2[CH:22]=[CH:21][N:20]=[CH:19][C:18]=2[NH2:23])=[CH:6][CH:5]=1. The yield is 0.920. (4) The reactants are [N+:1]([C:4]1[CH:5]=[N:6][CH:7]=[CH:8][C:9]=1[C:10]1[CH2:15][CH:14]([C:16]([F:19])([F:18])[F:17])[CH2:13][C:12](=[O:20])[CH:11]=1)([O-:3])=[O:2].O.O.O.O.O.O.O.[Cl-].[Ce+3].[Cl-].[Cl-].C(O)C.[BH4-].[Na+]. The catalyst is CCOC(C)=O. The product is [N+:1]([C:4]1[CH:5]=[N:6][CH:7]=[CH:8][C:9]=1[C:10]1[CH2:15][C@H:14]([C:16]([F:19])([F:17])[F:18])[CH2:13][C@H:12]([OH:20])[CH:11]=1)([O-:3])=[O:2]. The yield is 0.660. (5) The reactants are [CH3:1][C:2]1[C:6]([CH:7]2[CH2:12][CH2:11][CH2:10][CH2:9][CH2:8]2)=[CH:5][S:4][CH:3]=1.[Br:13]N1C(=O)CCC1=O.O. The catalyst is CN(C=O)C. The product is [Br:13][C:3]1[S:4][CH:5]=[C:6]([CH:7]2[CH2:8][CH2:9][CH2:10][CH2:11][CH2:12]2)[C:2]=1[CH3:1]. The yield is 0.940. (6) The reactants are Br[CH2:2][CH2:3][CH2:4][CH2:5][CH2:6][CH2:7][CH2:8]/[CH:9]=[CH:10]\[CH2:11][CH2:12][CH2:13][CH2:14][CH2:15][CH2:16][CH2:17][CH3:18].[Li]C(C)(C)C.[N:24]1[CH:29]=[CH:28][CH:27]=[CH:26][C:25]=1[C:30]1[O:34][C:33]([C:35]([O:37]C)=O)=[N:32][N:31]=1. The catalyst is C1COCC1. The product is [N:24]1[CH:29]=[CH:28][CH:27]=[CH:26][C:25]=1[C:30]1[O:34][C:33]([C:35](=[O:37])[CH2:2][CH2:3][CH2:4][CH2:5][CH2:6][CH2:7][CH2:8][CH:9]=[CH:10][CH2:11][CH2:12][CH2:13][CH2:14][CH2:15][CH2:16][CH2:17][CH3:18])=[N:32][N:31]=1. The yield is 0.230. (7) The reactants are [F:1][C:2]1[CH:7]=[CH:6][CH:5]=[C:4]([F:8])[C:3]=1[N:9]1[C:14]2[N:15]=[C:16]([N:29]3[CH2:34][CH2:33][CH:32]([N:35]4[CH2:40][CH2:39][CH:38]([CH3:41])[CH2:37][CH2:36]4)[CH2:31][CH2:30]3)[N:17]=[C:18]([C:19]3[CH:20]=[C:21]([CH:25]=[CH:26][C:27]=3[CH3:28])[C:22](O)=[O:23])[C:13]=2[CH:12]=[CH:11][C:10]1=[O:42].CN(C(ON1N=NC2C=CC=CC1=2)=[N+](C)C)C.F[P-](F)(F)(F)(F)F.C(N(CC)CC)C.[F:74][C:75]([F:79])([F:78])[CH2:76][NH2:77]. The catalyst is CN(C=O)C. The product is [F:8][C:4]1[CH:5]=[CH:6][CH:7]=[C:2]([F:1])[C:3]=1[N:9]1[C:14]2[N:15]=[C:16]([N:29]3[CH2:30][CH2:31][CH:32]([N:35]4[CH2:36][CH2:37][CH:38]([CH3:41])[CH2:39][CH2:40]4)[CH2:33][CH2:34]3)[N:17]=[C:18]([C:19]3[CH:20]=[C:21]([CH:25]=[CH:26][C:27]=3[CH3:28])[C:22]([NH:77][CH2:76][C:75]([F:79])([F:78])[F:74])=[O:23])[C:13]=2[CH:12]=[CH:11][C:10]1=[O:42]. The yield is 0.680. (8) The reactants are [Cl:1][C:2]1[CH:26]=[CH:25][C:5]([CH2:6][C:7]2[C:16]([OH:17])=[CH:15][CH:14]=[C:13]3[C:8]=2[C:9](=[O:24])[N:10]([CH2:20][CH2:21][CH2:22][OH:23])[C:11](=[O:19])[N:12]3[CH3:18])=[CH:4][CH:3]=1.I[CH2:28][CH3:29].C([O-])([O-])=O.[K+].[K+]. The catalyst is CN(C=O)C.O. The product is [Cl:1][C:2]1[CH:3]=[CH:4][C:5]([CH2:6][C:7]2[C:16]([O:17][CH2:28][CH3:29])=[CH:15][CH:14]=[C:13]3[C:8]=2[C:9](=[O:24])[N:10]([CH2:20][CH2:21][CH2:22][OH:23])[C:11](=[O:19])[N:12]3[CH3:18])=[CH:25][CH:26]=1. The yield is 0.588. (9) The reactants are [Cl:1][C:2]1[CH:3]=[C:4]([C:9]2([C:13](=[O:21])[CH2:14][N:15]3[CH2:20][CH2:19][CH2:18][CH2:17][CH2:16]3)[CH2:12][CH2:11][CH2:10]2)[CH:5]=[CH:6][C:7]=1[Cl:8].[CH3:22][Mg]Br. The catalyst is C1COCC1. The product is [Cl:1][C:2]1[CH:3]=[C:4]([C:9]2([C:13]([OH:21])([CH3:22])[CH2:14][N:15]3[CH2:16][CH2:17][CH2:18][CH2:19][CH2:20]3)[CH2:10][CH2:11][CH2:12]2)[CH:5]=[CH:6][C:7]=1[Cl:8]. The yield is 0.180. (10) The reactants are [NH2:1][C:2]([C@@H:4]1[CH2:8][CH2:7][CH2:6][N:5]1[C:9](=[O:38])[CH2:10][C:11]1[C:12]([C:31]2[CH:36]=[CH:35][C:34]([CH3:37])=[CH:33][CH:32]=2)=[C:13]([CH2:22][NH:23]C(=O)OC(C)(C)C)[C:14]([CH2:18][CH:19]([CH3:21])[CH3:20])=[N:15][C:16]=1[CH3:17])=[O:3].O1CCOCC1.[ClH:45]. No catalyst specified. The product is [ClH:45].[ClH:45].[NH2:23][CH2:22][C:13]1[C:12]([C:31]2[CH:36]=[CH:35][C:34]([CH3:37])=[CH:33][CH:32]=2)=[C:11]([CH2:10][C:9]([N:5]2[CH2:6][CH2:7][CH2:8][C@H:4]2[C:2]([NH2:1])=[O:3])=[O:38])[C:16]([CH3:17])=[N:15][C:14]=1[CH2:18][CH:19]([CH3:21])[CH3:20]. The yield is 0.820.